From a dataset of Forward reaction prediction with 1.9M reactions from USPTO patents (1976-2016). Predict the product of the given reaction. (1) Given the reactants [CH3:1][S:2]([C:5]1[CH:6]=[CH:7][C:8]([C@@H:11]([OH:21])[C@H:12]([NH:15][C:16]([CH:18]([Cl:20])[Cl:19])=[O:17])[CH2:13][F:14])=[CH:9][CH:10]=1)(=[O:4])=[O:3].C([NH:29][CH2:30][C:31](O)=[O:32])(OC(C)(C)C)=O, predict the reaction product. The product is: [Cl:19][CH:18]([Cl:20])[C:16]([NH:15][CH:12]([CH2:13][F:14])[CH:11]([O:21][C:31](=[O:32])[CH2:30][NH2:29])[C:8]1[CH:7]=[CH:6][C:5]([S:2]([CH3:1])(=[O:4])=[O:3])=[CH:10][CH:9]=1)=[O:17]. (2) Given the reactants C(O)(C(F)(F)F)=O.[NH:8](C(OC(C)(C)C)=O)[C@@H:9]([C:32]([O:34][CH2:35][CH:36]=[CH2:37])=[O:33])[CH2:10][CH2:11][CH2:12][CH2:13][NH:14][C:15]([O:17][CH2:18][CH:19]1[C:31]2[C:26](=[CH:27][CH:28]=[CH:29][CH:30]=2)[C:25]2[C:20]1=[CH:21][CH:22]=[CH:23][CH:24]=2)=[O:16], predict the reaction product. The product is: [NH2:8][C@@H:9]([C:32]([O:34][CH2:35][CH:36]=[CH2:37])=[O:33])[CH2:10][CH2:11][CH2:12][CH2:13][NH:14][C:15]([O:17][CH2:18][CH:19]1[C:31]2[C:26](=[CH:27][CH:28]=[CH:29][CH:30]=2)[C:25]2[C:20]1=[CH:21][CH:22]=[CH:23][CH:24]=2)=[O:16]. (3) Given the reactants [OH:1][C@H:2]([C@@H:19](O)[C:20]1[CH:25]=[CH:24][CH:23]=[CH:22][CH:21]=1)[C:3]([C:5]1[CH:17]=[CH:16][C:8]2[N:9]([CH:13]3[CH2:15][CH2:14]3)[C:10]([CH3:12])=[N:11][C:7]=2[C:6]=1[OH:18])=[O:4].[C:27](OC)(OC)([O:29]C)[CH3:28].C1(C)C=CC(S([O-])(=O)=O)=CC=1.[NH+]1C=CC=CC=1.C(O)=O, predict the reaction product. The product is: [C:27]([O:1][C@H:2]1[C:3](=[O:4])[C:5]2[CH:17]=[CH:16][C:8]3[N:9]([CH:13]4[CH2:14][CH2:15]4)[C:10]([CH3:12])=[N:11][C:7]=3[C:6]=2[O:18][C@@H:19]1[C:20]1[CH:25]=[CH:24][CH:23]=[CH:22][CH:21]=1)(=[O:29])[CH3:28]. (4) Given the reactants [CH3:1][O:2][C:3]([C:5]1[C:13]2[CH:12]=[C:11]([CH2:14]Br)[O:10][C:9]=2[C:8]([O:16][CH3:17])=[CH:7][CH:6]=1)=[O:4].C(=O)([O-])[O-:19].[Na+].[Na+], predict the reaction product. The product is: [CH3:1][O:2][C:3]([C:5]1[C:13]2[CH:12]=[C:11]([CH:14]=[O:19])[O:10][C:9]=2[C:8]([O:16][CH3:17])=[CH:7][CH:6]=1)=[O:4]. (5) Given the reactants [OH:1][CH2:2][C:3](=[CH2:7])[C:4]([OH:6])=[O:5].[Si:8](Cl)([C:21]([CH3:24])([CH3:23])[CH3:22])([C:15]1[CH:20]=[CH:19][CH:18]=[CH:17][CH:16]=1)[C:9]1[CH:14]=[CH:13][CH:12]=[CH:11][CH:10]=1.N1[CH:30]=[CH:29]N=C1.Cl, predict the reaction product. The product is: [Si:8]([O:1][CH2:2][C:3](=[CH2:7])[C:4]([O:6][CH2:29][CH3:30])=[O:5])([C:21]([CH3:24])([CH3:23])[CH3:22])([C:15]1[CH:20]=[CH:19][CH:18]=[CH:17][CH:16]=1)[C:9]1[CH:14]=[CH:13][CH:12]=[CH:11][CH:10]=1. (6) Given the reactants [NH2:1][C:2]1[C:11]2[CH:10]=[CH:9][CH:8]=[C:7](Br)[C:6]=2[N:5]=[C:4]2[CH2:13][N:14]([CH:17]3[CH2:20][CH2:19][CH2:18]3)[C:15](=[O:16])[C:3]=12.[F:21][C:22]1[CH:23]=[CH:24][C:25]([O:31][CH3:32])=[C:26](B(O)O)[CH:27]=1, predict the reaction product. The product is: [NH2:1][C:2]1[C:11]2[CH:10]=[CH:9][CH:8]=[C:7]([C:24]3[CH:23]=[C:22]([F:21])[CH:27]=[CH:26][C:25]=3[O:31][CH3:32])[C:6]=2[N:5]=[C:4]2[CH2:13][N:14]([CH:17]3[CH2:20][CH2:19][CH2:18]3)[C:15](=[O:16])[C:3]=12.